This data is from Full USPTO retrosynthesis dataset with 1.9M reactions from patents (1976-2016). The task is: Predict the reactants needed to synthesize the given product. (1) Given the product [C:1]([C:5]1[N:10]=[C:9]([NH:11][CH2:12][C:13]2[O:14][CH:15]=[CH:16][CH:17]=2)[C:8]([C:18]([N:20]([CH2:43][CH:44]([CH3:46])[CH3:45])[C@H:21]2[CH2:26][C@@H:25]([NH:27][C:28]([N:56]3[CH2:61][CH2:60][O:59][CH2:58][CH2:57]3)=[O:29])[CH2:24][N:23]([C:36]([O:38][C:39]([CH3:42])([CH3:41])[CH3:40])=[O:37])[CH2:22]2)=[O:19])=[CH:7][N:6]=1)([CH3:4])([CH3:3])[CH3:2], predict the reactants needed to synthesize it. The reactants are: [C:1]([C:5]1[N:10]=[C:9]([NH:11][CH2:12][C:13]2[O:14][CH:15]=[CH:16][CH:17]=2)[C:8]([C:18]([N:20]([CH2:43][CH:44]([CH3:46])[CH3:45])[C@H:21]2[CH2:26][C@@H:25]([NH:27][C:28](OCC(Cl)(Cl)Cl)=[O:29])[CH2:24][N:23]([C:36]([O:38][C:39]([CH3:42])([CH3:41])[CH3:40])=[O:37])[CH2:22]2)=[O:19])=[CH:7][N:6]=1)([CH3:4])([CH3:3])[CH3:2].C(N(CC)C(C)C)(C)C.[NH:56]1[CH2:61][CH2:60][O:59][CH2:58][CH2:57]1. (2) Given the product [NH2:19][CH:14]1[CH2:16][CH:9]2[N:8]([C:6]([O:5][C:2]([CH3:4])([CH3:3])[CH3:1])=[O:7])[CH:12]([CH2:11][CH2:10]2)[CH2:13]1, predict the reactants needed to synthesize it. The reactants are: [CH3:1][C:2]([O:5][C:6]([N:8]1[C@@H:12]2[CH2:13][C:14]([CH2:16][C@H:9]1[CH2:10][CH2:11]2)=O)=[O:7])([CH3:4])[CH3:3].[BH3-]C#[N:19].[Na+].